From a dataset of TCR-epitope binding with 47,182 pairs between 192 epitopes and 23,139 TCRs. Binary Classification. Given a T-cell receptor sequence (or CDR3 region) and an epitope sequence, predict whether binding occurs between them. The epitope is RQLLFVVEV. The TCR CDR3 sequence is CASGPQTGPKETQYF. Result: 1 (the TCR binds to the epitope).